This data is from Experimentally validated miRNA-target interactions with 360,000+ pairs, plus equal number of negative samples. The task is: Binary Classification. Given a miRNA mature sequence and a target amino acid sequence, predict their likelihood of interaction. The miRNA is mmu-miR-412-3p with sequence UUCACCUGGUCCACUAGCCG. The protein sequence of the target gene is MDLVAFEDVAVNFTQEEWSLLDPSQKNLYREVMQETLRNLASIGEKWKDQNIEDQYKNPRNNLRSLLGERVDENTEENHCGETSSQIPDDTLNKKTSPGVKSCESSVCGEVFVGHSSLNRHIRADTAHKPSEYQEYGQEPYKCQQRKKAFRCHPSFQMQEKAHTGEKLYDCKECGKTFISHSSIQRHMIMHNGDGTYKCKFCGKACPCLSIYLIHERVHTGEKPYKCKQCGKAFSYSTSLQIHERTHTGEKPYECKECGKAFGSPNSLYEHRRTHTGEKPYECKQCGKAFRWFHSFQIHE.... Result: 0 (no interaction).